Dataset: NCI-60 drug combinations with 297,098 pairs across 59 cell lines. Task: Regression. Given two drug SMILES strings and cell line genomic features, predict the synergy score measuring deviation from expected non-interaction effect. (1) Drug 1: C1=CC(=C2C(=C1NCCNCCO)C(=O)C3=C(C=CC(=C3C2=O)O)O)NCCNCCO. Drug 2: CC1=C2C(C(=O)C3(C(CC4C(C3C(C(C2(C)C)(CC1OC(=O)C(C(C5=CC=CC=C5)NC(=O)C6=CC=CC=C6)O)O)OC(=O)C7=CC=CC=C7)(CO4)OC(=O)C)O)C)OC(=O)C. Cell line: HOP-62. Synergy scores: CSS=65.0, Synergy_ZIP=7.81, Synergy_Bliss=7.78, Synergy_Loewe=7.39, Synergy_HSA=10.1. (2) Drug 1: C1CN1P(=S)(N2CC2)N3CC3. Drug 2: CCC1=C2CN3C(=CC4=C(C3=O)COC(=O)C4(CC)O)C2=NC5=C1C=C(C=C5)O. Cell line: MDA-MB-231. Synergy scores: CSS=30.4, Synergy_ZIP=-9.16, Synergy_Bliss=3.06, Synergy_Loewe=4.87, Synergy_HSA=7.30. (3) Drug 1: CC1C(C(CC(O1)OC2CC(CC3=C2C(=C4C(=C3O)C(=O)C5=C(C4=O)C(=CC=C5)OC)O)(C(=O)CO)O)N)O.Cl. Drug 2: COC1=CC(=CC(=C1O)OC)C2C3C(COC3=O)C(C4=CC5=C(C=C24)OCO5)OC6C(C(C7C(O6)COC(O7)C8=CC=CS8)O)O. Cell line: NCI-H322M. Synergy scores: CSS=9.37, Synergy_ZIP=-0.669, Synergy_Bliss=1.82, Synergy_Loewe=1.95, Synergy_HSA=1.85. (4) Drug 1: C1CCN(CC1)CCOC2=CC=C(C=C2)C(=O)C3=C(SC4=C3C=CC(=C4)O)C5=CC=C(C=C5)O. Drug 2: CNC(=O)C1=CC=CC=C1SC2=CC3=C(C=C2)C(=NN3)C=CC4=CC=CC=N4. Cell line: NCI-H522. Synergy scores: CSS=3.80, Synergy_ZIP=-1.86, Synergy_Bliss=-2.66, Synergy_Loewe=-5.80, Synergy_HSA=-3.16. (5) Drug 1: CC1=C(C=C(C=C1)NC2=NC=CC(=N2)N(C)C3=CC4=NN(C(=C4C=C3)C)C)S(=O)(=O)N.Cl. Drug 2: CN(C(=O)NC(C=O)C(C(C(CO)O)O)O)N=O. Cell line: NCI-H226. Synergy scores: CSS=12.4, Synergy_ZIP=-3.17, Synergy_Bliss=-1.21, Synergy_Loewe=-10.9, Synergy_HSA=-0.784. (6) Drug 1: CC1C(C(=O)NC(C(=O)N2CCCC2C(=O)N(CC(=O)N(C(C(=O)O1)C(C)C)C)C)C(C)C)NC(=O)C3=C4C(=C(C=C3)C)OC5=C(C(=O)C(=C(C5=N4)C(=O)NC6C(OC(=O)C(N(C(=O)CN(C(=O)C7CCCN7C(=O)C(NC6=O)C(C)C)C)C)C(C)C)C)N)C. Drug 2: CC1C(C(CC(O1)OC2CC(CC3=C2C(=C4C(=C3O)C(=O)C5=CC=CC=C5C4=O)O)(C(=O)C)O)N)O. Cell line: KM12. Synergy scores: CSS=58.6, Synergy_ZIP=20.6, Synergy_Bliss=20.1, Synergy_Loewe=17.6, Synergy_HSA=20.1. (7) Drug 1: C1CCC(CC1)NC(=O)N(CCCl)N=O. Drug 2: CS(=O)(=O)OCCCCOS(=O)(=O)C. Cell line: A549. Synergy scores: CSS=27.9, Synergy_ZIP=-7.36, Synergy_Bliss=2.05, Synergy_Loewe=-2.32, Synergy_HSA=2.56. (8) Drug 1: CC1CCC2CC(C(=CC=CC=CC(CC(C(=O)C(C(C(=CC(C(=O)CC(OC(=O)C3CCCCN3C(=O)C(=O)C1(O2)O)C(C)CC4CCC(C(C4)OC)O)C)C)O)OC)C)C)C)OC. Drug 2: CCN(CC)CCCC(C)NC1=C2C=C(C=CC2=NC3=C1C=CC(=C3)Cl)OC. Cell line: NCI-H460. Synergy scores: CSS=13.5, Synergy_ZIP=-4.68, Synergy_Bliss=-0.694, Synergy_Loewe=-4.65, Synergy_HSA=0.105. (9) Drug 1: CCC1=CC2CC(C3=C(CN(C2)C1)C4=CC=CC=C4N3)(C5=C(C=C6C(=C5)C78CCN9C7C(C=CC9)(C(C(C8N6C)(C(=O)OC)O)OC(=O)C)CC)OC)C(=O)OC.C(C(C(=O)O)O)(C(=O)O)O. Drug 2: CC1CCCC2(C(O2)CC(NC(=O)CC(C(C(=O)C(C1O)C)(C)C)O)C(=CC3=CSC(=N3)C)C)C. Cell line: TK-10. Synergy scores: CSS=24.4, Synergy_ZIP=-5.52, Synergy_Bliss=0.224, Synergy_Loewe=-0.769, Synergy_HSA=-0.546.